Dataset: Forward reaction prediction with 1.9M reactions from USPTO patents (1976-2016). Task: Predict the product of the given reaction. The product is: [CH3:1][O:2][C:3]([C@@H:4]1[O:21][C:23](=[O:25])[N:6]([C:7]2[CH:8]=[C:9]3[C:13](=[CH:14][CH:15]=2)[N:12]([CH:16]2[CH2:17][CH2:18][CH2:19]2)[C:11](=[O:20])[CH2:10]3)[CH2:5]1)=[O:22]. Given the reactants [CH3:1][O:2][C:3](=[O:22])[C@H:4]([OH:21])[CH2:5][NH:6][C:7]1[CH:8]=[C:9]2[C:13](=[CH:14][CH:15]=1)[N:12]([CH:16]1[CH2:19][CH2:18][CH2:17]1)[C:11](=[O:20])[CH2:10]2.[C:23](OCC)(=[O:25])C, predict the reaction product.